From a dataset of Forward reaction prediction with 1.9M reactions from USPTO patents (1976-2016). Predict the product of the given reaction. (1) The product is: [CH2:1]([O:3][C:4](=[O:16])[C:5]1[CH:10]=[CH:9][CH:8]=[C:7]([S:11][C:12]2[C:21]3[C:20](=[CH:19][C:18]([Cl:17])=[C:23]([F:24])[CH:22]=3)[NH:25][C:13]=2[CH3:14])[CH:6]=1)[CH3:2]. Given the reactants [CH2:1]([O:3][C:4](=[O:16])[C:5]1[CH:10]=[CH:9][CH:8]=[C:7]([S:11][CH2:12][C:13](=O)[CH3:14])[CH:6]=1)[CH3:2].[Cl:17][C:18]1[CH:19]=[C:20]([NH:25]N)[CH:21]=[CH:22][C:23]=1[F:24], predict the reaction product. (2) Given the reactants C[Si](C)(C)[C:3]#[C:4][CH2:5][N:6]1[CH:10]=[C:9]([C:11]([O:13][CH2:14][CH3:15])=[O:12])[CH:8]=[N:7]1.[Na].O=C1O[C@H]([C@H](CO)O)C(O)=C1O.[N:31]([Si](C)(C)C)=[N+:32]=[N-:33], predict the reaction product. The product is: [NH:31]1[CH:3]=[C:4]([CH2:5][N:6]2[CH:10]=[C:9]([C:11]([O:13][CH2:14][CH3:15])=[O:12])[CH:8]=[N:7]2)[N:33]=[N:32]1.